From a dataset of Full USPTO retrosynthesis dataset with 1.9M reactions from patents (1976-2016). Predict the reactants needed to synthesize the given product. (1) Given the product [CH2:1]=[C:7]([CH2:8][CH2:9][CH2:10][CH2:11][CH2:12][CH3:13])[CH:6]=[O:14], predict the reactants needed to synthesize it. The reactants are: [C:1](O)(=O)C.O.[CH:6](=[O:14])[CH2:7][CH2:8][CH2:9][CH2:10][CH2:11][CH2:12][CH3:13]. (2) Given the product [C:17]([O:21][C:22]([N:24]1[CH2:29][CH2:28][C:27]([CH2:2][C:1]([O:4][CH2:5][CH3:6])=[O:3])([OH:30])[CH2:26][CH2:25]1)=[O:23])([CH3:20])([CH3:18])[CH3:19], predict the reactants needed to synthesize it. The reactants are: [C:1]([O:4][CH2:5][CH3:6])(=[O:3])[CH3:2].[Li+].C[Si]([N-][Si](C)(C)C)(C)C.[C:17]([O:21][C:22]([N:24]1[CH2:29][CH2:28][C:27](=[O:30])[CH2:26][CH2:25]1)=[O:23])([CH3:20])([CH3:19])[CH3:18]. (3) Given the product [F:35][C:32]([F:34])([F:33])[C:30]1[CH:29]=[C:5]([CH:4]=[C:3]([C:2]([F:36])([F:1])[F:37])[CH:31]=1)[C:6]([N:8]1[CH2:28][CH2:27][C:11]2([N:15]([C:16]3[CH:21]=[CH:20][CH:19]=[CH:18][C:17]=3[CH3:22])[CH2:14][N:13]([CH2:23][CH2:24][N:38]3[CH2:42][CH2:41][CH2:40][CH2:39]3)[C:12]2=[O:26])[CH2:10][CH2:9]1)=[O:7], predict the reactants needed to synthesize it. The reactants are: [F:1][C:2]([F:37])([F:36])[C:3]1[CH:4]=[C:5]([CH:29]=[C:30]([C:32]([F:35])([F:34])[F:33])[CH:31]=1)[C:6]([N:8]1[CH2:28][CH2:27][C:11]2([N:15]([C:16]3[CH:21]=[CH:20][CH:19]=[CH:18][C:17]=3[CH3:22])[CH2:14][N:13]([CH2:23][CH2:24]O)[C:12]2=[O:26])[CH2:10][CH2:9]1)=[O:7].[NH:38]1[CH2:42][CH2:41][CH2:40][CH2:39]1. (4) Given the product [NH2:6][C:7]1[C:8]([C:22]([OH:24])=[O:23])=[N:9][C:10]([C:14]2[C:19]([F:20])=[CH:18][CH:17]=[CH:16][C:15]=2[F:21])=[C:11]([F:13])[CH:12]=1, predict the reactants needed to synthesize it. The reactants are: C([O-])(O)=O.[Na+].[NH2:6][C:7]1[C:8]([C:22]([O:24]C)=[O:23])=[N:9][C:10]([C:14]2[C:19]([F:20])=[CH:18][CH:17]=[CH:16][C:15]=2[F:21])=[C:11]([F:13])[CH:12]=1.[Li+].[OH-].Cl. (5) Given the product [N:10]1([C:8]2[CH:7]=[C:4]([CH:3]=[C:2]([C:20]3[CH:21]=[CH:22][C:17]([C:16]([F:27])([F:26])[F:15])=[CH:18][CH:19]=3)[N:9]=2)[C:5]#[N:6])[CH2:14][CH2:13][CH2:12][CH2:11]1, predict the reactants needed to synthesize it. The reactants are: Cl[C:2]1[CH:3]=[C:4]([CH:7]=[C:8]([N:10]2[CH2:14][CH2:13][CH2:12][CH2:11]2)[N:9]=1)[C:5]#[N:6].[F:15][C:16]([F:27])([F:26])[C:17]1[CH:22]=[CH:21][C:20](B(O)O)=[CH:19][CH:18]=1.C(=O)([O-])[O-].[Cs+].[Cs+]. (6) Given the product [S:1]1[C:5]2[CH:6]=[CH:7][CH:8]=[CH:9][C:4]=2[N:3]=[C:2]1[NH:10][C:11]([C:13]1[CH:14]=[CH:15][CH:16]=[C:17]2[C:22]=1[CH2:21][N:20]([C:23]1[S:24][C:25]([CH2:32][CH2:33][CH2:34][O:35][C:56]3[CH:47]=[C:48]4[C:53](=[CH:54][CH:55]=3)[CH:52]=[N:51][CH:50]=[CH:49]4)=[C:26]([C:57]([OH:60])=[O:58])[N:27]=1)[CH2:19][CH2:18]2)=[O:12], predict the reactants needed to synthesize it. The reactants are: [S:1]1[C:5]2[CH:6]=[CH:7][CH:8]=[CH:9][C:4]=2[N:3]=[C:2]1[NH:10][C:11]([C:13]1[CH:14]=[CH:15][CH:16]=[C:17]2[C:22]=1[CH2:21][N:20]([C:23]1[S:24][C:25]([CH2:32][CH2:33][CH2:34][O:35]S(C3C=CC(C)=CC=3)(=O)=O)=[C:26](C(OC)=O)[N:27]=1)[CH2:19][CH2:18]2)=[O:12].O[C:47]1[CH:56]=[CH:55][CH:54]=[C:53]2[C:48]=1[CH:49]=[CH:50][N:51]=[CH:52]2.[C:57]([O-:60])([O-])=[O:58].[Cs+].[Cs+].Cl.